From a dataset of Catalyst prediction with 721,799 reactions and 888 catalyst types from USPTO. Predict which catalyst facilitates the given reaction. (1) Reactant: O[CH2:2][CH:3]1[CH2:8][CH2:7][N:6]([C:9]([O:11][CH2:12][CH2:13][Si:14]([CH3:17])([CH3:16])[CH3:15])=[O:10])[CH2:5][CH2:4]1.[Br:18]C(Br)(Br)Br.C1(P(C2C=CC=CC=2)C2C=CC=CC=2)C=CC=CC=1. Product: [Br:18][CH2:2][CH:3]1[CH2:8][CH2:7][N:6]([C:9]([O:11][CH2:12][CH2:13][Si:14]([CH3:17])([CH3:16])[CH3:15])=[O:10])[CH2:5][CH2:4]1. The catalyst class is: 1. (2) Reactant: C(OC([N:8]1[CH2:13][CH2:12][N:11]([C:14]2[C:19]([CH3:20])=[N:18][C:17]([CH3:21])=[CH:16][N:15]=2)[CH2:10][CH2:9]1)=O)(C)(C)C.[ClH:22].C(OCC)(=O)C.C(OCC)(=O)C. Product: [ClH:22].[CH3:20][C:19]1[C:14]([N:11]2[CH2:10][CH2:9][NH:8][CH2:13][CH2:12]2)=[N:15][CH:16]=[C:17]([CH3:21])[N:18]=1. The catalyst class is: 22. (3) Reactant: [C:1]1([CH:7]([OH:13])[CH2:8][CH2:9][C:10]#[C:11][CH3:12])[CH:6]=[CH:5][CH:4]=[CH:3][CH:2]=1.[C:14]1([CH:20]([CH3:23])C=O)[CH:19]=[CH:18][CH:17]=[CH:16][CH:15]=1.C[Si]([O:28][S:29]([C:32]([F:35])([F:34])[F:33])(=[O:31])=[O:30])(C)C.[C:36]([O-])(O)=O.[Na+]. Product: [F:33][C:32]([F:35])([F:34])[S:29]([O:31]/[C:11](=[C:10]1/[CH:36]([CH2:23][CH2:20][C:14]2[CH:15]=[CH:16][CH:17]=[CH:18][CH:19]=2)[O:13][CH:7]([C:1]2[CH:6]=[CH:5][CH:4]=[CH:3][CH:2]=2)[CH2:8][CH2:9]/1)/[CH3:12])(=[O:30])=[O:28]. The catalyst class is: 268. (4) Reactant: C([N:8]([CH2:14][C:15]([F:23])([CH2:21][CH3:22])[C:16]([O:18][CH2:19][CH3:20])=[O:17])[CH:9]1[CH2:13][CH2:12][CH2:11][CH2:10]1)C1C=CC=CC=1.C(O)(C(F)(F)F)=O. Product: [CH:9]1([NH:8][CH2:14][C:15]([F:23])([CH2:21][CH3:22])[C:16]([O:18][CH2:19][CH3:20])=[O:17])[CH2:10][CH2:11][CH2:12][CH2:13]1. The catalyst class is: 261. (5) Reactant: [C:1]([N:5]([CH2:13][CH2:14][C:15]([CH3:20])([CH3:19])[CH2:16][C:17]#[CH:18])[C:6](=[O:12])[C:7]([O:9]CC)=[O:8])([CH3:4])([CH3:3])[CH3:2].[OH-].[K+].O1CCOCC1. Product: [C:1]([N:5]([CH2:13][CH2:14][C:15]([CH3:20])([CH3:19])[CH2:16][C:17]#[CH:18])[C:6](=[O:12])[C:7]([OH:9])=[O:8])([CH3:4])([CH3:3])[CH3:2]. The catalyst class is: 6. (6) The catalyst class is: 5. Reactant: [C:1]([NH:5][S:6]([C:9]1[O:13][C:12]([C:14]([O:16]C)=O)=[CH:11][CH:10]=1)(=[O:8])=[O:7])([CH3:4])([CH3:3])[CH3:2].[NH:18]1[CH2:21][CH2:20][CH2:19]1. Product: [N:18]1([C:14]([C:12]2[O:13][C:9]([S:6]([NH:5][C:1]([CH3:2])([CH3:3])[CH3:4])(=[O:7])=[O:8])=[CH:10][CH:11]=2)=[O:16])[CH2:21][CH2:20][CH2:19]1. (7) Reactant: [Br:1][C:2]1[CH:18]=[CH:17][CH:16]=[CH:15][C:3]=1[CH2:4][N:5]1[CH:10]=[CH:9][CH:8]=[C:7]([C:11]([OH:13])=O)[C:6]1=[O:14].[NH2:19][C@@H:20]([CH2:28][CH2:29][CH2:30][NH:31][C:32]([NH:34][S:35]([C:38]1[C:39]([CH3:52])=[C:40]2[C:45](=[C:46]([CH3:49])[C:47]=1[CH3:48])[O:44][C:43]([CH3:51])([CH3:50])[CH2:42][CH2:41]2)(=[O:37])=[O:36])=[NH:33])[C:21]([O:23][C:24]([CH3:27])([CH3:26])[CH3:25])=[O:22].CN(C(ON1N=NC2C=CC=CC1=2)=[N+](C)C)C.F[P-](F)(F)(F)(F)F.CCN(C(C)C)C(C)C. Product: [Br:1][C:2]1[CH:18]=[CH:17][CH:16]=[CH:15][C:3]=1[CH2:4][N:5]1[CH:10]=[CH:9][CH:8]=[C:7]([C:11]([NH:19][C@@H:20]([CH2:28][CH2:29][CH2:30][NH:31][C:32]([NH:34][S:35]([C:38]2[C:39]([CH3:52])=[C:40]3[C:45](=[C:46]([CH3:49])[C:47]=2[CH3:48])[O:44][C:43]([CH3:51])([CH3:50])[CH2:42][CH2:41]3)(=[O:36])=[O:37])=[NH:33])[C:21]([O:23][C:24]([CH3:25])([CH3:26])[CH3:27])=[O:22])=[O:13])[C:6]1=[O:14]. The catalyst class is: 3.